From a dataset of Drug-target binding data from BindingDB using Ki measurements. Regression. Given a target protein amino acid sequence and a drug SMILES string, predict the binding affinity score between them. We predict pKi (pKi = -log10(Ki in M); higher means stronger inhibition). Dataset: bindingdb_ki. (1) The compound is CCn1c2ccccc2c2cc(NC(P(=O)(O)O)P(=O)(O)O)ccc21. The target protein sequence is MSARLNNLLQHIAVKDKDSDTMRHLKQRMALASLANQFTVGKDHLKQLMLYMVHQMIEGLEGRESTLRMLPSYVYKTDPSKATGVFYALDLGGTNFRVLRVTCKEGRVADRVDAKFVIPQQALQGTAEDLFGFIAQSVKKMMEQKAPEDLNRTVPLGFTFSFPTEQKGVDHGFLIKWTKGFSTRGVEGKDVVELLQKALKRMEVKVKVVALCNDTVGTLITNYFFDPDTQVGVIIGTGSNACYFEDAYAVTKEPSVAARGTTQTPINMECGNFDSKYKFVLPVTAYDEAMDAVTPNRNFQTQEKMVSGMYLGEISRRMIAHLAELHCLPSALASKMAKPWSFETKFMGMISADRMPGLQFTRQVFQELFQVDVTDVADLHVIRDVCCLVRGRAAQISAMFCSAPLVKTRKEGRATVAIDGSVFEKTPSFRRLLQQNMNAILGPGCDVTTALARDGSGIGAAFISALVVNDK. The pKi is 5.9. (2) The target protein (P32584) has sequence MHQDFQEDEHEYPDIRRNPLHEVTMTSYILGILLGIFVGLFPQIRFKNFNLFIIALSLFHFLEYYITAKYNPLKVHSESFLLNNGKSYMAAHSFAILECLVESFLFPDLKIFSYSLATKLCTVLGCLLVILGQYTRTIAMHTAGHSFSHIVKTKKESDHVLVKTGVYSWSRHPSYLGFFWWAIGTQLLLLNPLSLVIFIFVLWKFFSDRIRVEEKYLIEFFSAEYIEYKNKVGVGIPFI. The drug is CC(=O)NC(CS(=O)C/C=C(\C)CC/C=C(\C)CC/C=C(\C)CCC=C(C)C)C(=O)[O-]. The pKi is 4.9.